This data is from Reaction yield outcomes from USPTO patents with 853,638 reactions. The task is: Predict the reaction yield, written as a fraction of the theoretical maximum amount of product (1.0 means a 100% yield; for example, 0.34 means a 34% yield). (1) The reactants are [CH3:1][C:2]1[C:7]([CH:8]([CH2:13][CH2:14][CH3:15])[C:9]([O:11]C)=[O:10])=[C:6]([N:16]2[CH2:21][CH2:20][CH2:19][CH2:18][CH2:17]2)[N:5]=[C:4]([N:22]2[CH2:27][CH2:26][CH2:25][CH2:24][CH2:23]2)[N:3]=1.[OH-].[Na+]. The catalyst is CO. The product is [CH3:1][C:2]1[C:7]([CH:8]([CH2:13][CH2:14][CH3:15])[C:9]([OH:11])=[O:10])=[C:6]([N:16]2[CH2:17][CH2:18][CH2:19][CH2:20][CH2:21]2)[N:5]=[C:4]([N:22]2[CH2:27][CH2:26][CH2:25][CH2:24][CH2:23]2)[N:3]=1. The yield is 0.310. (2) The reactants are [OH:1][C:2]1[CH:3]=[C:4]([CH:7]=[CH:8][CH:9]=1)[CH:5]=[O:6].I[CH:11]([CH3:13])[CH3:12].C(=O)([O-])[O-].[K+].[K+].O. The catalyst is C(O)(C)C. The product is [CH:11]([O:1][C:2]1[CH:3]=[C:4]([CH:7]=[CH:8][CH:9]=1)[CH:5]=[O:6])([CH3:13])[CH3:12]. The yield is 0.670. (3) The reactants are [N:1]1[C:10]2[C:5](=[CH:6][CH:7]=[CH:8][CH:9]=2)[CH:4]=[CH:3][C:2]=1[CH:11]=O.[CH3:13][O:14][C:15]1[CH:16]=[C:17]([CH:21]=[CH:22][C:23]=1[O:24][CH3:25])[CH2:18][C:19]#[N:20]. No catalyst specified. The product is [CH3:13][O:14][C:15]1[CH:16]=[C:17](/[C:18](=[CH:11]/[C:2]2[CH:3]=[CH:4][C:5]3[C:10](=[CH:9][CH:8]=[CH:7][CH:6]=3)[N:1]=2)/[C:19]#[N:20])[CH:21]=[CH:22][C:23]=1[O:24][CH3:25]. The yield is 0.630.